Dataset: Catalyst prediction with 721,799 reactions and 888 catalyst types from USPTO. Task: Predict which catalyst facilitates the given reaction. (1) Reactant: Br[C:2]1[C:7]([NH2:8])=[CH:6][CH:5]=[CH:4][N:3]=1.[C:9]([C:11]1[CH:16]=[CH:15][N:14]=[C:13]([NH:17][C:18](=[O:20])[CH3:19])[CH:12]=1)#[CH:10]. Product: [NH2:8][C:7]1[C:2]([C:10]#[C:9][C:11]2[CH:16]=[CH:15][N:14]=[C:13]([NH:17][C:18](=[O:20])[CH3:19])[CH:12]=2)=[N:3][CH:4]=[CH:5][CH:6]=1. The catalyst class is: 538. (2) Reactant: [Cl:1][C:2]1[C:3]([NH:15][C@@H:16]2[CH2:21][CH2:20][CH2:19][C@H:18]([NH:22]C(=O)OC(C)(C)C)[CH2:17]2)=[N:4][C:5]([NH:8][C:9]2[CH:10]=[N:11][N:12]([CH3:14])[CH:13]=2)=[N:6][CH:7]=1.Cl.O1CCOCC1. Product: [NH2:22][C@H:18]1[CH2:19][CH2:20][CH2:21][C@@H:16]([NH:15][C:3]2[C:2]([Cl:1])=[CH:7][N:6]=[C:5]([NH:8][C:9]3[CH:10]=[N:11][N:12]([CH3:14])[CH:13]=3)[N:4]=2)[CH2:17]1. The catalyst class is: 100.